From a dataset of Reaction yield outcomes from USPTO patents with 853,638 reactions. Predict the reaction yield, written as a fraction of the theoretical maximum amount of product (1.0 means a 100% yield; for example, 0.34 means a 34% yield). (1) The reactants are FC(F)(F)C(O)=O.ClCCl.[NH2:11][C:12]1[N:17]=[CH:16][N:15]=[C:14]2[N:18]([CH:33]3[CH2:38][CH2:37][CH:36]([N:39]4[CH2:44][CH2:43][N:42]([CH3:45])[CH2:41][CH2:40]4)[CH2:35][CH2:34]3)[N:19]=[C:20]([C:21]3[CH:26]=[CH:25][C:24]([NH:27]C(=O)[O-])=[C:23]([O:31][CH3:32])[CH:22]=3)[C:13]=12. The catalyst is ClCCl. The product is [NH2:27][C:24]1[CH:25]=[CH:26][C:21]([C:20]2[C:13]3[C:14](=[N:15][CH:16]=[N:17][C:12]=3[NH2:11])[N:18]([C@H:33]3[CH2:38][CH2:37][C@@H:36]([N:39]4[CH2:40][CH2:41][N:42]([CH3:45])[CH2:43][CH2:44]4)[CH2:35][CH2:34]3)[N:19]=2)=[CH:22][C:23]=1[O:31][CH3:32]. The yield is 1.00. (2) The reactants are [C:1](OC(=O)C)(=[O:3])[CH3:2].[NH2:8][C@@H:9]1[CH2:13][CH2:12][C@H:11]([C:14]([NH:16][C:17]2[CH:22]=[C:21]([C:23]3[CH:28]=[CH:27][C:26]([F:29])=[CH:25][C:24]=3[O:30][CH3:31])N=[CH:19][N:18]=2)=[O:15])[CH2:10]1.[CH3:32]C(O)=O.O. The catalyst is C(Cl)Cl. The product is [C:1]([NH:8][C@@H:9]1[CH2:13][CH2:12][C@H:11]([C:14]([NH:16][C:17]2[CH:22]=[C:21]([C:23]3[CH:28]=[CH:27][C:26]([F:29])=[CH:25][C:24]=3[O:30][CH3:31])[CH:32]=[CH:19][N:18]=2)=[O:15])[CH2:10]1)(=[O:3])[CH3:2]. The yield is 0.803. (3) No catalyst specified. The product is [Cl:14][C:15]1[CH:20]=[C:19]([O:11][C:1]2[C:10]3[C:5](=[CH:6][CH:7]=[CH:8][CH:9]=3)[CH:4]=[CH:3][CH:2]=2)[CH:18]=[CH:17][N:16]=1. The yield is 0.950. The reactants are [C:1]1([OH:11])[C:10]2[C:5](=[CH:6][CH:7]=[CH:8][CH:9]=2)[CH:4]=[CH:3][CH:2]=1.[H-].[Na+].[Cl:14][C:15]1[CH:20]=[C:19]([N+]([O-])=O)[CH:18]=[CH:17][N:16]=1. (4) The reactants are C1(P(C2C=CC=CC=2)C2C=CC=CC=2)C=CC=CC=1.O[CH2:21][C:22]([CH2:45][CH3:46])=[CH:23][CH2:24][C:25]1[C:33]([O:34][CH2:35][CH2:36][Si:37]([CH3:40])([CH3:39])[CH3:38])=[C:32]2[C:28]([CH2:29][O:30][C:31]2=[O:41])=[C:27]([CH3:42])[C:26]=1[O:43][CH3:44].C(Br)(Br)(Br)[Br:48]. The catalyst is ClCCl. The product is [Br:48][CH2:21][C:22]([CH2:45][CH3:46])=[CH:23][CH2:24][C:25]1[C:33]([O:34][CH2:35][CH2:36][Si:37]([CH3:40])([CH3:39])[CH3:38])=[C:32]2[C:28]([CH2:29][O:30][C:31]2=[O:41])=[C:27]([CH3:42])[C:26]=1[O:43][CH3:44]. The yield is 0.770. (5) The reactants are [H-].[Na+].[C:3]1([OH:9])[CH:8]=[CH:7][CH:6]=[CH:5][CH:4]=1.Cl[C:11]1[C:12](=[O:19])[N:13]([CH3:18])[C:14](=[O:17])[C:15]=1Cl. The catalyst is CS(C)=O. The product is [CH3:18][N:13]1[C:14](=[O:17])[C:15]([O:9][C:3]2[CH:8]=[CH:7][CH:6]=[CH:5][CH:4]=2)=[C:11]([O:9][C:3]2[CH:8]=[CH:7][CH:6]=[CH:5][CH:4]=2)[C:12]1=[O:19]. The yield is 0.250.